From a dataset of Reaction yield outcomes from USPTO patents with 853,638 reactions. Predict the reaction yield, written as a fraction of the theoretical maximum amount of product (1.0 means a 100% yield; for example, 0.34 means a 34% yield). (1) The reactants are [NH2:1][C@H:2]1[CH2:7][CH2:6][C@H:5]([OH:8])[CH2:4][CH2:3]1.[Cl:9][C:10]1[CH:18]=[C:17]2[C:13]([C@@:14]3([C:27]4([CH2:32][CH2:31][C:30]([CH3:34])([CH3:33])[CH2:29][CH2:28]4)[N:26]4[C@@H:21]([C:22](=[O:47])[O:23][C@@H:24]([C:41]5[CH:46]=[CH:45][CH:44]=[CH:43][CH:42]=5)[C@H:25]4[C:35]4[CH:40]=[CH:39][CH:38]=[CH:37][CH:36]=4)[C@@H:20]3[C:48]3[CH:53]=[CH:52][CH:51]=[C:50]([Cl:54])[C:49]=3[F:55])[C:15](=[O:19])[NH:16]2)=[CH:12][CH:11]=1.[Cl-].[NH4+]. The catalyst is O1CCCC1. The product is [Cl:9][C:10]1[CH:18]=[C:17]2[C:13]([C:14]3([C@@H:20]([C:48]4[CH:53]=[CH:52][CH:51]=[C:50]([Cl:54])[C:49]=4[F:55])[C@H:21]([C:22]([NH:1][C@H:2]4[CH2:7][CH2:6][C@H:5]([OH:8])[CH2:4][CH2:3]4)=[O:47])[N:26]([C@H:25]([C:35]4[CH:36]=[CH:37][CH:38]=[CH:39][CH:40]=4)[C@@H:24]([OH:23])[C:41]4[CH:42]=[CH:43][CH:44]=[CH:45][CH:46]=4)[C:27]43[CH2:28][CH2:29][C:30]([CH3:34])([CH3:33])[CH2:31][CH2:32]4)[C:15](=[O:19])[NH:16]2)=[CH:12][CH:11]=1. The yield is 1.00. (2) The reactants are [NH2:1][C:2]1[S:3][C:4]2[C:9]([NH:10][C@H:11]([CH2:14][CH:15]([CH3:17])[CH3:16])[CH2:12][OH:13])=[N:8][C:7]([SH:18])=[N:6][C:5]=2[N:19]=1.[Cl:20][C:21]1[CH:22]=[CH:23][C:24]([C@H:27](Cl)[CH3:28])=[N:25][CH:26]=1. No catalyst specified. The product is [NH2:1][C:2]1[S:3][C:4]2[C:9]([NH:10][C@H:11]([CH2:14][CH:15]([CH3:16])[CH3:17])[CH2:12][OH:13])=[N:8][C:7]([S:18][C@H:27]([C:24]3[CH:23]=[CH:22][C:21]([Cl:20])=[CH:26][N:25]=3)[CH3:28])=[N:6][C:5]=2[N:19]=1. The yield is 0.300. (3) The reactants are [Cl:1][C:2]1[CH:3]=[C:4]([CH:33]=[C:34]([C:36]([F:39])([F:38])[F:37])[CH:35]=1)[C:5]([N:7]([CH2:9][C@H:10]([C:26]1[CH:31]=[CH:30][C:29]([F:32])=[CH:28][CH:27]=1)[CH2:11][CH2:12]N1CC(N2CCN(C(=O)C)CC2)C1)[CH3:8])=[O:6].C(N(CC)CC)C.Cl.[NH:48]1[CH2:51][CH:50]([N:52]2[CH2:57][CH2:56][N:55]([C:58](=[O:62])[CH:59]([CH3:61])[CH3:60])[CH2:54][CH2:53]2)[CH2:49]1.C(O[BH-](OC(=O)C)OC(=O)C)(=O)C.[Na+]. The catalyst is CO. The product is [Cl:1][C:2]1[CH:3]=[C:4]([CH:33]=[C:34]([C:36]([F:39])([F:37])[F:38])[CH:35]=1)[C:5]([N:7]([CH2:9][C@H:10]([C:26]1[CH:27]=[CH:28][C:29]([F:32])=[CH:30][CH:31]=1)[CH2:11][CH2:12][N:48]1[CH2:49][CH:50]([N:52]2[CH2:57][CH2:56][N:55]([C:58](=[O:62])[CH:59]([CH3:60])[CH3:61])[CH2:54][CH2:53]2)[CH2:51]1)[CH3:8])=[O:6]. The yield is 0.600. (4) The reactants are [O:1]1[C:5]2[CH:6]=[CH:7][C:8]([OH:10])=[CH:9][C:4]=2[O:3][CH2:2]1.C([Mg]Cl)(C)C.[Br:16][C:17]1[C:25]2[C:24](=O)[C:23](=[O:27])[CH:22]=[C:21]3[CH2:28][CH2:29][CH2:30][CH2:31][N:19]([C:20]=23)[CH:18]=1.FC(F)(F)C(O)=O.C([SiH](CC)CC)C. The catalyst is O1CCCC1.ClCCl. The product is [Br:16][C:17]1[C:25]2[CH:24]([C:7]3[C:8]([OH:10])=[CH:9][C:4]4[O:3][CH2:2][O:1][C:5]=4[CH:6]=3)[C:23](=[O:27])[CH:22]=[C:21]3[CH2:28][CH2:29][CH2:30][CH2:31][N:19]([C:20]=23)[CH:18]=1. The yield is 0.180.